This data is from NCI-60 drug combinations with 297,098 pairs across 59 cell lines. The task is: Regression. Given two drug SMILES strings and cell line genomic features, predict the synergy score measuring deviation from expected non-interaction effect. Drug 1: C1=CC(=CC=C1CC(C(=O)O)N)N(CCCl)CCCl.Cl. Drug 2: CCC1(C2=C(COC1=O)C(=O)N3CC4=CC5=C(C=CC(=C5CN(C)C)O)N=C4C3=C2)O.Cl. Cell line: NCI-H226. Synergy scores: CSS=27.5, Synergy_ZIP=-6.60, Synergy_Bliss=4.29, Synergy_Loewe=-36.2, Synergy_HSA=4.50.